From a dataset of Reaction yield outcomes from USPTO patents with 853,638 reactions. Predict the reaction yield, written as a fraction of the theoretical maximum amount of product (1.0 means a 100% yield; for example, 0.34 means a 34% yield). (1) The yield is 0.310. The catalyst is C(Cl)Cl. The product is [F:1][C:2]1[C:10]([O:11][CH2:12][C:13]2[S:14][CH:15]=[C:16]([C:18]3[CH:23]=[CH:22][C:21]([OH:24])=[CH:20][CH:19]=3)[N:17]=2)=[CH:9][CH:8]=[C:7]([F:26])[C:3]=1[C:4]([NH2:6])=[O:5]. The reactants are [F:1][C:2]1[C:10]([O:11][CH2:12][C:13]2[S:14][CH:15]=[C:16]([C:18]3[CH:23]=[CH:22][C:21]([O:24]C)=[CH:20][CH:19]=3)[N:17]=2)=[CH:9][CH:8]=[C:7]([F:26])[C:3]=1[C:4]([NH2:6])=[O:5].B(Br)(Br)Br.C([O-])(O)=O.[Na+]. (2) The reactants are [CH3:1][C:2]1[C:6]([C:7]2[C:15]3[C:10](=[N:11][CH:12]=[C:13]([C:16]4[CH:21]=[CH:20][C:19]([N:22]5[CH2:27][CH2:26][N:25](C(OC(C)(C)C)=O)[CH2:24][CH2:23]5)=[CH:18][CH:17]=4)[CH:14]=3)[NH:9][CH:8]=2)=[C:5]([CH3:35])[N:4]([CH2:36][C:37]2[CH:42]=[CH:41][CH:40]=[C:39]([CH3:43])[CH:38]=2)[N:3]=1.CO.[ClH:46].O1CCOCC1. No catalyst specified. The product is [ClH:46].[CH3:1][C:2]1[C:6]([C:7]2[C:15]3[C:10](=[N:11][CH:12]=[C:13]([C:16]4[CH:17]=[CH:18][C:19]([N:22]5[CH2:27][CH2:26][NH:25][CH2:24][CH2:23]5)=[CH:20][CH:21]=4)[CH:14]=3)[NH:9][CH:8]=2)=[C:5]([CH3:35])[N:4]([CH2:36][C:37]2[CH:42]=[CH:41][CH:40]=[C:39]([CH3:43])[CH:38]=2)[N:3]=1. The yield is 0.630.